From a dataset of Forward reaction prediction with 1.9M reactions from USPTO patents (1976-2016). Predict the product of the given reaction. (1) Given the reactants [C:1]([O:5][C:6]([NH:8][C@:9]([CH3:33])([CH2:12][CH2:13][CH2:14][C:15]1[CH:20]=[CH:19][C:18]([O:21][C:22]2[CH:27]=[CH:26][CH:25]=[C:24]([C:28]([F:31])([F:30])[F:29])[CH:23]=2)=[CH:17][C:16]=1[Cl:32])[CH2:10][OH:11])=[O:7])([CH3:4])([CH3:3])[CH3:2].C(Br)(Br)(Br)Br.[P:39]([O:44]C)([O:42][CH3:43])[O:40][CH3:41].C(O)(=O)CC(CC(O)=O)(C(O)=O)O, predict the reaction product. The product is: [C:1]([O:5][C:6]([NH:8][C@:9]([CH3:33])([CH2:12][CH2:13][CH2:14][C:15]1[CH:20]=[CH:19][C:18]([O:21][C:22]2[CH:27]=[CH:26][CH:25]=[C:24]([C:28]([F:29])([F:30])[F:31])[CH:23]=2)=[CH:17][C:16]=1[Cl:32])[CH2:10][O:11][P:39]([O:42][CH3:43])([O:40][CH3:41])=[O:44])=[O:7])([CH3:4])([CH3:2])[CH3:3]. (2) Given the reactants [H-].[Na+].[C:3]([O:7][C:8]([N:10]1[CH2:15][CH2:14][O:13][CH2:12][C@H:11]1[CH2:16][OH:17])=[O:9])([CH3:6])([CH3:5])[CH3:4].[N+](C1C=CC([O:27][C:28]([N:30]2[CH2:35][CH2:34][N:33]([C:36]3[CH:41]=[CH:40][C:39]([F:42])=[CH:38][CH:37]=3)[CH2:32][CH2:31]2)=O)=CC=1)([O-])=O.C([O-])(O)=O.[Na+], predict the reaction product. The product is: [C:3]([O:7][C:8]([N:10]1[CH2:15][CH2:14][O:13][CH2:12][C@@H:11]1[CH2:16][O:17][C:28]([N:30]1[CH2:31][CH2:32][N:33]([C:36]2[CH:41]=[CH:40][C:39]([F:42])=[CH:38][CH:37]=2)[CH2:34][CH2:35]1)=[O:27])=[O:9])([CH3:6])([CH3:5])[CH3:4].